Dataset: Kir2.1 potassium channel HTS with 301,493 compounds. Task: Binary Classification. Given a drug SMILES string, predict its activity (active/inactive) in a high-throughput screening assay against a specified biological target. (1) The compound is Brc1c(C(=O)NNC(=S)Nc2cc(ccc2)C)cccc1. The result is 0 (inactive). (2) The compound is Clc1c(N\N=C\c2occc2)ncc(Cl)c1. The result is 0 (inactive). (3) The compound is s1c2c(nc(oc2=O)c2ccccc2)cc1. The result is 0 (inactive). (4) The compound is S(Cc1cc2nonc2cc1)c1nc(cc(n1)C)C. The result is 0 (inactive). (5) The molecule is S(C1CCCCC1)c1c(OC)cc(c2nc3n(c2NCc2ccccc2)cc(cc3)C)cc1. The result is 0 (inactive). (6) The molecule is Brc1ccc(OCC(=O)NCCNC(=O)c2ccncc2)cc1. The result is 0 (inactive). (7) The drug is S1(=O)(=O)CC(N2C(=O)C(/SC2=S)=C\c2cccnc2)CC1. The result is 0 (inactive). (8) The drug is S(=O)(=O)(N1CC(CCC1)C(=O)Nc1ccc(S(=O)(=O)N)cc1)c1ccc(F)cc1. The result is 0 (inactive). (9) The drug is Clc1cc(N(S(=O)(=O)C)CC(=O)Nc2c(C(=O)N3CCCC3)cccc2)c(OC)cc1. The result is 0 (inactive).